This data is from Forward reaction prediction with 1.9M reactions from USPTO patents (1976-2016). The task is: Predict the product of the given reaction. Given the reactants [S:1]1[CH:5]=[CH:4][C:3]2[C:6]([N:10]3[CH2:15][CH2:14][N:13]([CH2:16][CH2:17][CH2:18][CH2:19][O:20][C:21]4[CH:30]=[C:29]5[C:24]([CH2:25][CH2:26][N:27]([CH3:32])[C:28]5=[O:31])=[CH:23][CH:22]=4)[CH2:12][CH2:11]3)=[CH:7][CH:8]=[CH:9][C:2]1=2.[Cl:33]CCCCOC1C=C2C(CCN(C)C2=O)=CC=1.CO.Cl, predict the reaction product. The product is: [ClH:33].[S:1]1[CH:5]=[CH:4][C:3]2[C:6]([N:10]3[CH2:11][CH2:12][N:13]([CH2:16][CH2:17][CH2:18][CH2:19][O:20][C:21]4[CH:30]=[C:29]5[C:24]([CH2:25][CH2:26][N:27]([CH3:32])[C:28]5=[O:31])=[CH:23][CH:22]=4)[CH2:14][CH2:15]3)=[CH:7][CH:8]=[CH:9][C:2]1=2.